This data is from Reaction yield outcomes from USPTO patents with 853,638 reactions. The task is: Predict the reaction yield, written as a fraction of the theoretical maximum amount of product (1.0 means a 100% yield; for example, 0.34 means a 34% yield). (1) The product is [F:1][C:2]1[CH:3]=[CH:4][C:5]([NH:8][NH:9][C:17]([C@@H:13]2[CH2:12][C@@H:11]([F:10])[CH2:15][N:14]2[CH3:16])=[O:18])=[N:6][CH:7]=1. The catalyst is C(Cl)Cl.CN(C=O)C.O. The yield is 0.350. The reactants are [F:1][C:2]1[CH:3]=[CH:4][C:5]([NH:8][NH2:9])=[N:6][CH:7]=1.[F:10][C@H:11]1[CH2:15][N:14]([CH3:16])[C@H:13]([C:17](O)=[O:18])[CH2:12]1.C1C=CC2N(O)N=NC=2C=1.C(Cl)CCl. (2) The reactants are [Si:1]([C:8]1[C:13]([F:14])=[C:12]([F:15])[N:11]=[C:10]([C:16]([C:18]2[C:19]([Cl:25])=[N:20][CH:21]=[N:22][C:23]=2Cl)=O)[C:9]=1[F:26])([C:4]([CH3:7])([CH3:6])[CH3:5])([CH3:3])[CH3:2].[NH2:27][NH2:28]. The catalyst is C1COCC1.O.CCOC(C)=O. The product is [Si:1]([C:8]1[C:13]([F:14])=[C:12]([F:15])[N:11]=[C:10]([C:16]2[C:18]3[C:23](=[N:22][CH:21]=[N:20][C:19]=3[Cl:25])[NH:28][N:27]=2)[C:9]=1[F:26])([C:4]([CH3:6])([CH3:5])[CH3:7])([CH3:2])[CH3:3]. The yield is 0.584. (3) The reactants are [OH:1][CH2:2][CH:3]([CH3:17])[CH2:4][O:5][C:6]1[CH:13]=[CH:12][CH:11]=[C:10]([N+:14]([O-:16])=[O:15])[C:7]=1[C:8]#[N:9].[C:18](Cl)(=[O:20])[CH3:19]. No catalyst specified. The product is [C:18]([O:1][CH2:2][CH:3]([CH3:17])[CH2:4][O:5][C:6]1[CH:13]=[CH:12][CH:11]=[C:10]([N+:14]([O-:16])=[O:15])[C:7]=1[C:8]#[N:9])(=[O:20])[CH3:19]. The yield is 0.410. (4) The reactants are [CH2:1]([C:5]1[N:9]([CH2:10][C:11]2[CH:16]=[CH:15][C:14]([C:17]3[C:18]([C:23]#[N:24])=[CH:19][CH:20]=[CH:21][CH:22]=3)=[CH:13][CH:12]=2)[C:8](=[O:25])[NH:7][N:6]=1)[CH2:2][CH2:3][CH3:4].CC(C)([O-])C.[K+].CN(C)C=O.Br[CH2:38][C:39](=[O:44])[C:40]([CH3:43])([CH3:42])[CH3:41]. The catalyst is C(OCC)(=O)C. The product is [CH2:1]([C:5]1[N:9]([CH2:10][C:11]2[CH:16]=[CH:15][C:14]([C:17]3[C:18]([C:23]#[N:24])=[CH:19][CH:20]=[CH:21][CH:22]=3)=[CH:13][CH:12]=2)[C:8](=[O:25])[N:7]([CH2:38][C:39](=[O:44])[C:40]([CH3:43])([CH3:42])[CH3:41])[N:6]=1)[CH2:2][CH2:3][CH3:4]. The yield is 0.920.